From a dataset of Catalyst prediction with 721,799 reactions and 888 catalyst types from USPTO. Predict which catalyst facilitates the given reaction. Product: [Cl:27][C:25]1[N:24]=[N:23][C:22]([NH2:28])=[C:21]([C:9]2[C:10]3([CH2:15][CH2:16][CH2:17][CH:18]=2)[O:11][CH2:12][CH2:13][O:14]3)[CH:26]=1. Reactant: CC1(C)C(C)(C)OB([C:9]2[C:10]3([CH2:15][CH2:16][CH2:17][CH:18]=2)[O:14][CH2:13][CH2:12][O:11]3)O1.Br[C:21]1[CH:26]=[C:25]([Cl:27])[N:24]=[N:23][C:22]=1[NH2:28].C(=O)([O-])[O-].[Cs+].[Cs+].O1CCOCC1. The catalyst class is: 103.